This data is from Reaction yield outcomes from USPTO patents with 853,638 reactions. The task is: Predict the reaction yield, written as a fraction of the theoretical maximum amount of product (1.0 means a 100% yield; for example, 0.34 means a 34% yield). (1) The yield is 0.830. The product is [NH2:1][C:2]1[N:7]=[C:6]([OH:8])[C:5]([NH2:9])=[C:4]([NH2:11])[N:3]=1. The reactants are [NH2:1][C:2]1[N:7]=[C:6]([OH:8])[C:5]([N:9]=O)=[C:4]([NH2:11])[N:3]=1. The catalyst is [NH4+]=S. (2) The reactants are [NH2:1][CH2:2][C@@H:3]([OH:20])[C@@H:4]([NH:12][C:13](=[O:19])[O:14][C:15]([CH3:18])([CH3:17])[CH3:16])[CH2:5][C:6]1[CH:11]=[CH:10][CH:9]=[CH:8][CH:7]=1.CCN(CC)CC.Cl[C:29]([O:31][CH2:32][C:33]1[CH:38]=[CH:37][CH:36]=[CH:35][CH:34]=1)=[O:30]. The catalyst is CN(C=O)C. The product is [OH:20][C@H:3]([CH2:2][NH:1][C:29]([O:31][CH2:32][C:33]1[CH:38]=[CH:37][CH:36]=[CH:35][CH:34]=1)=[O:30])[C@@H:4]([NH:12][C:13](=[O:19])[O:14][C:15]([CH3:17])([CH3:16])[CH3:18])[CH2:5][C:6]1[CH:11]=[CH:10][CH:9]=[CH:8][CH:7]=1. The yield is 0.830. (3) The reactants are [N+:1]([O-:4])(O)=[O:2].OS(O)(=O)=O.[F:10][C:11]1[CH:19]=[CH:18][CH:17]=[C:16]([F:20])[C:12]=1[C:13]([OH:15])=[O:14]. No catalyst specified. The product is [F:10][C:11]1[C:19]([N+:1]([O-:4])=[O:2])=[CH:18][CH:17]=[C:16]([F:20])[C:12]=1[C:13]([OH:15])=[O:14]. The yield is 0.800. (4) The reactants are C([O:8][C@:9]12[C@@H:16]([CH2:17][O:18]CC3C=CC=CC=3)[O:15][C@@H:14]([N:26]3[CH:34]=[C:32]([CH3:33])[C:30](=[O:31])[NH:29][C:27]3=[O:28])[C@@:13]1([O:35][CH3:36])[O:12][CH2:11][CH2:10]2)C1C=CC=CC=1.C. The catalyst is CO.[OH-].[Pd+2].[OH-]. The product is [OH:8][C@:9]12[C@@H:16]([CH2:17][OH:18])[O:15][C@@H:14]([N:26]3[CH:34]=[C:32]([CH3:33])[C:30](=[O:31])[NH:29][C:27]3=[O:28])[C@@:13]1([O:35][CH3:36])[O:12][CH2:11][CH2:10]2. The yield is 0.790. (5) The reactants are [NH2:1][CH:2]([CH2:12][C:13]1[CH:18]=[CH:17][CH:16]=[C:15]([O:19][CH2:20][C:21]([CH3:24])([CH3:23])[CH3:22])[CH:14]=1)[CH:3]([C:5]1[CH:10]=[CH:9][CH:8]=[C:7]([Cl:11])[CH:6]=1)[OH:4].[Cl:25][C:26]1[CH:35]=[CH:34][CH:33]=[C:32]2[C:27]=1[CH:28]=[CH:29][CH:30]=[C:31]2[C:36](O)=[O:37].O.ON1C2C=CC=CC=2N=N1.Cl.C(N=C=NCCCN(C)C)C. The catalyst is CN(C)C=O.C(OCC)(=O)C. The product is [CH2:20]([O:19][C:15]1[CH:14]=[C:13]([CH:18]=[CH:17][CH:16]=1)[CH2:12][CH:2]([NH:1][C:36]([C:31]1[C:32]2[C:27](=[C:26]([Cl:25])[CH:35]=[CH:34][CH:33]=2)[CH:28]=[CH:29][CH:30]=1)=[O:37])[CH:3]([C:5]1[CH:10]=[CH:9][CH:8]=[C:7]([Cl:11])[CH:6]=1)[OH:4])[C:21]([CH3:24])([CH3:23])[CH3:22]. The yield is 0.760. (6) The reactants are Br[C:2]1[N:3]=[C:4]([CH:7]([O:20][Si:21]([C:24]([CH3:27])([CH3:26])[CH3:25])([CH3:23])[CH3:22])[CH2:8][CH2:9][CH2:10][CH2:11][CH2:12][CH2:13][C:14]2[CH:19]=[CH:18][CH:17]=[CH:16][CH:15]=2)[O:5][CH:6]=1.CN(C)[CH:30]=[O:31]. No catalyst specified. The product is [Si:21]([O:20][CH:7]([C:4]1[O:5][CH:6]=[C:2]([CH:30]=[O:31])[N:3]=1)[CH2:8][CH2:9][CH2:10][CH2:11][CH2:12][CH2:13][C:14]1[CH:19]=[CH:18][CH:17]=[CH:16][CH:15]=1)([C:24]([CH3:27])([CH3:26])[CH3:25])([CH3:23])[CH3:22]. The yield is 0.380. (7) The reactants are [CH3:1][Mg]Br.[NH2:4][C:5]1[C:10]2=[C:11]([C:28]3[CH:33]=[CH:32][C:31]([NH:34][C:35]([NH:37][C:38]4[CH:43]=[C:42]([C:44]([F:47])([F:46])[F:45])[CH:41]=[CH:40][N:39]=4)=[O:36])=[CH:30][CH:29]=3)[C:12]([C:22](N(OC)C)=[O:23])=[C:13]([CH2:14][N:15]3[CH2:20][CH2:19][N:18]([CH3:21])[CH2:17][CH2:16]3)[N:9]2[N:8]=[CH:7][N:6]=1. The catalyst is C1COCC1. The product is [C:22]([C:12]1[C:11]([C:28]2[CH:29]=[CH:30][C:31]([NH:34][C:35]([NH:37][C:38]3[CH:43]=[C:42]([C:44]([F:45])([F:47])[F:46])[CH:41]=[CH:40][N:39]=3)=[O:36])=[CH:32][CH:33]=2)=[C:10]2[N:9]([C:13]=1[CH2:14][N:15]1[CH2:20][CH2:19][N:18]([CH3:21])[CH2:17][CH2:16]1)[N:8]=[CH:7][N:6]=[C:5]2[NH2:4])(=[O:23])[CH3:1]. The yield is 0.409.